Dataset: Catalyst prediction with 721,799 reactions and 888 catalyst types from USPTO. Task: Predict which catalyst facilitates the given reaction. (1) Reactant: [F:1][C:2]([F:11])([F:10])[C:3]1[CH:8]=[CH:7][CH:6]=[CH:5][C:4]=1[OH:9].Cl[C:13]([O:15][CH2:16][CH3:17])=[O:14].C(N(CC)CC)C. Product: [C:13](=[O:14])([O:9][C:4]1[CH:5]=[CH:6][CH:7]=[CH:8][C:3]=1[C:2]([F:10])([F:11])[F:1])[O:15][CH2:16][CH3:17]. The catalyst class is: 13. (2) Reactant: [CH3:1][O:2][C:3]([C@@H:5]1[CH2:9][CH2:8][CH2:7][C@@H:6]1[NH:10][CH2:11][C:12]1[CH:17]=[CH:16][C:15]([F:18])=[C:14]([F:19])[CH:13]=1)=[O:4].[CH3:20][S:21]([NH:24][C:25]1[CH:40]=[CH:39][C:28]2[NH:29][C:30]([CH2:35][C:36](O)=[O:37])=[N:31][S:32](=[O:34])(=[O:33])[C:27]=2[CH:26]=1)(=[O:23])=[O:22].C1(N=C=NC2CCCCC2)CCCCC1.ClCCl. Product: [CH3:1][O:2][C:3]([C@@H:5]1[CH2:9][CH2:8][CH2:7][C@@H:6]1[N:10]([CH2:11][C:12]1[CH:17]=[CH:16][C:15]([F:18])=[C:14]([F:19])[CH:13]=1)[C:36](=[O:37])[CH2:35][C:30]1[NH:29][C:28]2[CH:39]=[CH:40][C:25]([NH:24][S:21]([CH3:20])(=[O:23])=[O:22])=[CH:26][C:27]=2[S:32](=[O:33])(=[O:34])[N:31]=1)=[O:4]. The catalyst class is: 9.